From a dataset of Reaction yield outcomes from USPTO patents with 853,638 reactions. Predict the reaction yield, written as a fraction of the theoretical maximum amount of product (1.0 means a 100% yield; for example, 0.34 means a 34% yield). (1) The yield is 0.500. The reactants are Cl[CH2:2][C:3]1[O:7][N:6]=[C:5]([C:8]2[CH:13]=[C:12]([F:14])[CH:11]=[CH:10][C:9]=2[F:15])[N:4]=1.[CH2:16]([N:18]1[C:22]([C:23]2[S:24][CH:25]=[CH:26][CH:27]=2)=[N:21][NH:20][C:19]1=[S:28])[CH3:17].C(=O)([O-])[O-].[K+].[K+].C(OCC)(=O)C. The product is [F:15][C:9]1[CH:10]=[CH:11][C:12]([F:14])=[CH:13][C:8]=1[C:5]1[N:4]=[C:3]([CH2:2][S:28][C:19]2[N:18]([CH2:16][CH3:17])[C:22]([C:23]3[S:24][CH:25]=[CH:26][CH:27]=3)=[N:21][N:20]=2)[O:7][N:6]=1. The catalyst is CN(C=O)C. (2) The reactants are [F:1][CH:2]([F:39])[O:3][C:4]1[CH:9]=[CH:8][CH:7]=[CH:6][C:5]=1[CH2:10][C:11]1[N:15]2[CH:16]=[C:17]([C:21]3[CH:22]=[N:23][C:24]([C:27]4[CH2:32][CH2:31][CH:30]([C:33]([O:35][CH2:36][CH3:37])=[O:34])[CH2:29][CH:28]=4)=[N:25][CH:26]=3)[C:18]([F:20])=[CH:19][C:14]2=[N:13][C:12]=1[CH3:38]. The catalyst is C(O)C. The product is [F:39][CH:2]([F:1])[O:3][C:4]1[CH:9]=[CH:8][CH:7]=[CH:6][C:5]=1[CH2:10][C:11]1[N:15]2[CH:16]=[C:17]([C:21]3[CH:22]=[N:23][C:24]([CH:27]4[CH2:28][CH2:29][CH:30]([C:33]([O:35][CH2:36][CH3:37])=[O:34])[CH2:31][CH2:32]4)=[N:25][CH:26]=3)[C:18]([F:20])=[CH:19][C:14]2=[N:13][C:12]=1[CH3:38]. The yield is 0.890. (3) The product is [Cl:4][C:5]1[N:6]=[CH:7][C:8]([NH2:15])=[CH:9][C:10]=1[C:11]([F:14])([F:12])[F:13]. The catalyst is CO. The reactants are [Cl-].[NH4+].O.[Cl:4][C:5]1[C:10]([C:11]([F:14])([F:13])[F:12])=[CH:9][C:8]([N+:15]([O-])=O)=[CH:7][N:6]=1. The yield is 0.650. (4) The reactants are [NH2:1][C:2]1[C:3]2[C:10]([C:11]3[CH:16]=[CH:15][C:14]([O:17][CH2:18][C:19]4[N:23]([CH2:24][O:25][C:26](=[O:31])[C:27]([CH3:30])([CH3:29])[CH3:28])[N:22]=[N:21][CH:20]=4)=[CH:13][CH:12]=3)=[C:9](Br)[N:8]([C@@H:33]3[CH2:37][CH2:36][N:35]([C:38]([O:40][C:41]([CH3:44])([CH3:43])[CH3:42])=[O:39])[CH2:34]3)[C:4]=2[N:5]=[CH:6][N:7]=1.[CH3:45]B(O)O.C1(P(C2CCCCC2)C2CCCCC2)CCCCC1. The catalyst is C1(C)C=CC=CC=1.C1C=CC(/C=C/C(/C=C/C2C=CC=CC=2)=O)=CC=1.C1C=CC(/C=C/C(/C=C/C2C=CC=CC=2)=O)=CC=1.C1C=CC(/C=C/C(/C=C/C2C=CC=CC=2)=O)=CC=1.[Pd].[Pd]. The product is [NH2:1][C:2]1[C:3]2[C:10]([C:11]3[CH:16]=[CH:15][C:14]([O:17][CH2:18][C:19]4[N:23]([CH2:24][O:25][C:26](=[O:31])[C:27]([CH3:30])([CH3:29])[CH3:28])[N:22]=[N:21][CH:20]=4)=[CH:13][CH:12]=3)=[C:9]([CH3:45])[N:8]([C@@H:33]3[CH2:37][CH2:36][N:35]([C:38]([O:40][C:41]([CH3:44])([CH3:43])[CH3:42])=[O:39])[CH2:34]3)[C:4]=2[N:5]=[CH:6][N:7]=1. The yield is 0.610. (5) The yield is 0.960. The product is [C:1]([O:20][CH3:21])(=[O:19])[CH2:2][CH2:3][CH2:4][CH2:5][CH2:6][CH2:7][CH2:8][CH2:9][CH2:10][CH2:11][CH2:12][CH2:13][CH2:14][CH2:15][C:16]([O:18][N:31]1[C:27](=[O:41])[CH2:28][CH2:29][C:30]1=[O:40])=[O:17]. The reactants are [C:1]([O:20][CH3:21])(=[O:19])[CH2:2][CH2:3][CH2:4][CH2:5][CH2:6][CH2:7][CH2:8][CH2:9][CH2:10][CH2:11][CH2:12][CH2:13][CH2:14][CH2:15][C:16]([O-:18])=[O:17].F[B-](F)(F)F.[C:27]1(=[O:41])[N:31](OC(N(C)C)=[N+](C)C)[C:30](=[O:40])[CH2:29][CH2:28]1.C(N(CC)C(C)C)(C)C. The catalyst is C1COCC1. (6) The reactants are [C:1]([NH:9][C:10]1[C:11]2[N:12]=[CH:13][N:14]([C:30]=2[N:31]=[CH:32][N:33]=1)[C@@H:15]1[O:29][C@H:19]([CH2:20][O:21][Si:22]([C:25]([CH3:28])([CH3:27])[CH3:26])([CH3:24])[CH3:23])[C@@H:17]([OH:18])[CH2:16]1)(=[O:8])[C:2]1[CH:7]=[CH:6][CH:5]=[CH:4][CH:3]=1.[CH3:34][O:35][C:36]1[CH:57]=[CH:56][C:39]([C:40](Cl)([C:49]2[CH:54]=[CH:53][CH:52]=[CH:51][CH:50]=2)[C:41]2[CH:46]=[CH:45][C:44]([O:47][CH3:48])=[CH:43][CH:42]=2)=[CH:38][CH:37]=1.C(=O)([O-])O.[Na+]. The catalyst is N1C=CC=CC=1. The product is [C:1]([NH:9][C:10]1[C:11]2[N:12]=[CH:13][N:14]([C:30]=2[N:31]=[CH:32][N:33]=1)[C@@H:15]1[O:29][C@H:19]([CH2:20][O:21][Si:22]([C:25]([CH3:26])([CH3:27])[CH3:28])([CH3:24])[CH3:23])[C@@H:17]([O:18][C:40]([C:49]2[CH:54]=[CH:53][CH:52]=[CH:51][CH:50]=2)([C:41]2[CH:46]=[CH:45][C:44]([O:47][CH3:48])=[CH:43][CH:42]=2)[C:39]2[CH:38]=[CH:37][C:36]([O:35][CH3:34])=[CH:57][CH:56]=2)[CH2:16]1)(=[O:8])[C:2]1[CH:3]=[CH:4][CH:5]=[CH:6][CH:7]=1. The yield is 0.630.